This data is from Reaction yield outcomes from USPTO patents with 853,638 reactions. The task is: Predict the reaction yield, written as a fraction of the theoretical maximum amount of product (1.0 means a 100% yield; for example, 0.34 means a 34% yield). (1) The reactants are [CH2:1]([O:3][C:4]1[C:9]([C:10]2[NH:11][C:12](=[O:23])[C:13]3[N:18]([CH3:19])[N:17]=[C:16]([CH2:20][CH2:21][CH3:22])[C:14]=3[N:15]=2)=[CH:8][C:7]([S:24]([N:27]2[CH2:32][CH2:31][N:30]([CH2:33][CH3:34])[CH2:29][CH2:28]2)(=[O:26])=[O:25])=[CH:6][N:5]=1)[CH3:2].C[Si]([N-][Si](C)(C)C)(C)C.[K+]. The catalyst is N1C=CC=CC=1CO. The product is [CH2:33]([N:30]1[CH2:31][CH2:32][N:27]([S:24]([C:7]2[CH:8]=[C:9]([C:10]3[NH:11][C:12](=[O:23])[C:13]4[N:18]([CH3:19])[N:17]=[C:16]([CH2:20][CH2:21][CH3:22])[C:14]=4[N:15]=3)[C:4]([O:3][CH2:1][C:2]3[CH:7]=[CH:8][CH:9]=[CH:4][N:5]=3)=[N:5][CH:6]=2)(=[O:26])=[O:25])[CH2:28][CH2:29]1)[CH3:34]. The yield is 0.0700. (2) The reactants are [F:1][C:2]([F:11])([F:10])[C:3]1[C:7]([CH2:8][OH:9])=[CH:6][NH:5][N:4]=1. The yield is 1.00. The catalyst is C1(C)C=CC=CC=1.O=[Mn]=O. The product is [F:11][C:2]([F:1])([F:10])[C:3]1[C:7]([CH:8]=[O:9])=[CH:6][NH:5][N:4]=1. (3) The reactants are Cl.[NH2:2][CH2:3][CH2:4][O:5][C:6]1[CH:11]=[CH:10][C:9]([NH:12][C:13](=[O:22])[C:14]2[CH:19]=[CH:18][CH:17]=[C:16]([O:20][CH3:21])[CH:15]=2)=[CH:8][C:7]=1[C:23]1[N:27]([CH3:28])[N:26]=[CH:25][CH:24]=1.C(N(CC)CC)C.Cl[C:37]([O:39][CH2:40][CH3:41])=[O:38]. The catalyst is ClCCl. The product is [CH2:40]([O:39][C:37](=[O:38])[NH:2][CH2:3][CH2:4][O:5][C:6]1[CH:11]=[CH:10][C:9]([NH:12][C:13](=[O:22])[C:14]2[CH:19]=[CH:18][CH:17]=[C:16]([O:20][CH3:21])[CH:15]=2)=[CH:8][C:7]=1[C:23]1[N:27]([CH3:28])[N:26]=[CH:25][CH:24]=1)[CH3:41]. The yield is 0.524. (4) No catalyst specified. The yield is 0.410. The reactants are I[C:2]1[CH:3]=[C:4]([C:20]([NH:22][CH2:23][C:24]2[O:28][N:27]=[C:26]([CH2:29][CH2:30][CH2:31][O:32]C(=O)C)[CH:25]=2)=[O:21])[C:5](=[O:19])[N:6]([C:9]2[CH:14]=[CH:13][CH:12]=[C:11]([C:15]([F:18])([F:17])[F:16])[CH:10]=2)[C:7]=1[CH3:8].[CH3:36][N:37]1[C:41]([Sn](C)(C)C)=[CH:40][CH:39]=[N:38]1. The product is [OH:32][CH2:31][CH2:30][CH2:29][C:26]1[CH:25]=[C:24]([CH2:23][NH:22][C:20]([C:4]2[C:5](=[O:19])[N:6]([C:9]3[CH:14]=[CH:13][CH:12]=[C:11]([C:15]([F:18])([F:17])[F:16])[CH:10]=3)[C:7]([CH3:8])=[C:2]([C:41]3[N:37]([CH3:36])[N:38]=[CH:39][CH:40]=3)[CH:3]=2)=[O:21])[O:28][N:27]=1.